From a dataset of Catalyst prediction with 721,799 reactions and 888 catalyst types from USPTO. Predict which catalyst facilitates the given reaction. (1) Reactant: [CH3:1][C:2]1[N:3]=[C:4]([C:9]2[CH:14]=[CH:13][C:12]([C:15]([F:18])([F:17])[F:16])=[CH:11][CH:10]=2)[S:5][C:6]=1[CH2:7][OH:8]. Product: [CH3:1][C:2]1[N:3]=[C:4]([C:9]2[CH:10]=[CH:11][C:12]([C:15]([F:18])([F:16])[F:17])=[CH:13][CH:14]=2)[S:5][C:6]=1[CH:7]=[O:8]. The catalyst class is: 428. (2) Reactant: Cl.[Cl:2][C:3]1[C:22]([C:23]([F:26])([F:25])[F:24])=[CH:21][CH:20]=[CH:19][C:4]=1[C:5]([NH:7][C@H:8]1[C@H:12]([C:13]2[CH:18]=[CH:17][CH:16]=[CH:15][CH:14]=2)[CH2:11][NH:10][CH2:9]1)=[O:6].C(N(CC)CC)C.[CH3:34][N:35]1[CH:39]=[C:38]([S:40](Cl)(=[O:42])=[O:41])[N:37]=[CH:36]1. Product: [Cl:2][C:3]1[C:22]([C:23]([F:26])([F:24])[F:25])=[CH:21][CH:20]=[CH:19][C:4]=1[C:5]([NH:7][C@H:8]1[C@H:12]([C:13]2[CH:18]=[CH:17][CH:16]=[CH:15][CH:14]=2)[CH2:11][N:10]([S:40]([C:38]2[N:37]=[CH:36][N:35]([CH3:34])[CH:39]=2)(=[O:42])=[O:41])[CH2:9]1)=[O:6]. The catalyst class is: 4. (3) Reactant: [CH3:1][C:2]1[CH:7]=[CH:6][C:5]([CH3:8])=[CH:4][C:3]=1[C:9]1[C:10](=[O:26])[N:11]([O:22][CH2:23][O:24][CH3:25])[C:12]2([CH2:19][CH2:18][N:17]([O:20][CH3:21])[CH2:16][CH2:15]2)[C:13]=1[OH:14].C(N(CC)CC)C.[CH:34]1([C:37](Cl)=[O:38])[CH2:36][CH2:35]1. Product: [CH3:1][C:2]1[CH:7]=[CH:6][C:5]([CH3:8])=[CH:4][C:3]=1[C:9]1[C:10](=[O:26])[N:11]([O:22][CH2:23][O:24][CH3:25])[C:12]2([CH2:15][CH2:16][N:17]([O:20][CH3:21])[CH2:18][CH2:19]2)[C:13]=1[O:14][C:37]([CH:34]1[CH2:36][CH2:35]1)=[O:38]. The catalyst class is: 367. (4) Reactant: [C:1]([NH:6][C:7]1[CH:8]=[C:9]([CH:14]=[CH:15][C:16]=1[O:17][CH3:18])[C:10]([O:12][CH3:13])=[O:11])(=[O:5])[CH:2]([CH3:4])[CH3:3].[CH3:19]I.[H-].[Na+].O. Product: [CH3:18][O:17][C:16]1[CH:15]=[CH:14][C:9]([C:10]([O:12][CH3:13])=[O:11])=[CH:8][C:7]=1[N:6]([CH3:19])[C:1](=[O:5])[CH:2]([CH3:4])[CH3:3]. The catalyst class is: 49. (5) Reactant: [NH2:1][CH2:2][CH2:3][CH2:4][NH:5][C:6]1[C:11]([Br:12])=[CH:10][N:9]=[C:8]([NH:13][C:14]2[CH:15]=[C:16]([NH:20][C:21]([N:23]3[CH2:27][CH2:26][CH2:25][CH2:24]3)=[O:22])[CH:17]=[CH:18][CH:19]=2)[N:7]=1.[CH3:28][CH2:29][N:30]([CH:34](C)C)C(C)C.C([S:39]N=C=O)C. Product: [Br:12][C:11]1[C:6]([NH:5][CH2:4][CH2:3][CH2:2][NH:1][C:34]([NH:30][CH2:29][CH3:28])=[S:39])=[N:7][C:8]([NH:13][C:14]2[CH:15]=[C:16]([NH:20][C:21]([N:23]3[CH2:27][CH2:26][CH2:25][CH2:24]3)=[O:22])[CH:17]=[CH:18][CH:19]=2)=[N:9][CH:10]=1. The catalyst class is: 3.